Dataset: Forward reaction prediction with 1.9M reactions from USPTO patents (1976-2016). Task: Predict the product of the given reaction. (1) Given the reactants [N:1]([C@H:4]1[CH2:9][CH2:8][CH2:7][CH2:6][C@H:5]1[N:10]1[CH2:14][CH2:13][C@@H:12]([NH2:15])[CH2:11]1)=[N+:2]=[N-:3].[F:16][C:17]([F:32])([F:31])[C:18]1[CH:19]=[C:20]([CH:28]=[CH:29][CH:30]=1)[C:21]([NH:23][CH2:24][C:25](O)=[O:26])=[O:22].CCN(CC)CC.C(Cl)CCl.C1C=CC2N(O)N=NC=2C=1, predict the reaction product. The product is: [N:1]([C@H:4]1[CH2:9][CH2:8][CH2:7][CH2:6][C@H:5]1[N:10]1[CH2:14][CH2:13][C@@H:12]([NH:15][C:25](=[O:26])[CH2:24][NH:23][C:21](=[O:22])[C:20]2[CH:28]=[CH:29][CH:30]=[C:18]([C:17]([F:16])([F:32])[F:31])[CH:19]=2)[CH2:11]1)=[N+:2]=[N-:3]. (2) Given the reactants [H-].[H-].[H-].[H-].[Li+].[Al+3].[CH3:7][C:8]1[O:12][C:11]([C:13]2[CH:18]=[CH:17][C:16]([CH3:19])=[CH:15][CH:14]=2)=[N:10][C:9]=1[C:20](OCC)=[O:21].[O-]S([O-])(=O)=O.[Mg+2].[OH-].[K+], predict the reaction product. The product is: [CH3:7][C:8]1[O:12][C:11]([C:13]2[CH:18]=[CH:17][C:16]([CH3:19])=[CH:15][CH:14]=2)=[N:10][C:9]=1[CH2:20][OH:21]. (3) Given the reactants [CH3:1][O:2][C:3]1[CH:8]=[CH:7][C:6]([CH2:9][C:10]([CH3:15])([N+:12]([O-])=O)[CH3:11])=[CH:5][CH:4]=1, predict the reaction product. The product is: [CH3:1][O:2][C:3]1[CH:8]=[CH:7][C:6]([CH2:9][C:10]([CH3:15])([NH2:12])[CH3:11])=[CH:5][CH:4]=1. (4) Given the reactants [CH2:1]([O:3][C:4](=[O:26])[CH:5]([C:10]1[CH:15]=[CH:14][C:13]([O:16][CH2:17][C:18]2[CH:23]=[CH:22][C:21](OC)=[CH:20][CH:19]=2)=[CH:12][CH:11]=1)[CH2:6][C:7]#[C:8][CH3:9])[CH3:2].[CH3:27]C1C=CC=CC=1CBr.C(=O)([O-])[O-].[Cs+].[Cs+].CN(C=O)C, predict the reaction product. The product is: [CH2:1]([O:3][C:4](=[O:26])[CH:5]([C:10]1[CH:15]=[CH:14][C:13]([O:16][CH2:17][C:18]2[CH:23]=[CH:22][CH:21]=[CH:20][C:19]=2[CH3:27])=[CH:12][CH:11]=1)[CH2:6][C:7]#[C:8][CH3:9])[CH3:2]. (5) The product is: [CH3:42][N:41]([CH3:43])[CH2:40][CH2:39][CH2:38][O:1][C:2]1[C:27]([O:28][CH3:29])=[CH:26][C:5]2[C:6]3[N:11]([CH:12]([C:14]([CH3:18])([CH3:19])[CH2:15][O:16][CH3:17])[CH2:13][C:4]=2[CH:3]=1)[CH:10]=[C:9]([C:20]([O:22][CH2:23][CH3:24])=[O:21])[C:8](=[O:25])[CH:7]=3. Given the reactants [OH:1][C:2]1[C:27]([O:28][CH3:29])=[CH:26][C:5]2[C:6]3[N:11]([CH:12]([C:14]([CH3:19])([CH3:18])[CH2:15][O:16][CH3:17])[CH2:13][C:4]=2[CH:3]=1)[CH:10]=[C:9]([C:20]([O:22][CH2:23][CH3:24])=[O:21])[C:8](=[O:25])[CH:7]=3.C(=O)([O-])[O-].[K+].[K+].Cl.Cl[CH2:38][CH2:39][CH2:40][N:41]([CH3:43])[CH3:42].O, predict the reaction product. (6) Given the reactants [C:1]([C:4]1[C:23](=[O:24])[C@@:8]2([CH3:25])[C:9]3[C:15]([O:16][CH3:17])=[CH:14][C:13]([O:18][CH3:19])=[C:12]([C:20](O)=[O:21])[C:10]=3[O:11][C:7]2=[CH:6][C:5]=1[OH:26])(=[O:3])[CH3:2].O[N:28]1C2C=CC=CC=2N=N1.Cl.C(N=C=NCC(N(C)C)C)C.N, predict the reaction product. The product is: [C:1]([C:4]1[C:23](=[O:24])[C@@:8]2([CH3:25])[C:9]3[C:15]([O:16][CH3:17])=[CH:14][C:13]([O:18][CH3:19])=[C:12]([C:20]([NH2:28])=[O:21])[C:10]=3[O:11][C:7]2=[CH:6][C:5]=1[OH:26])(=[O:3])[CH3:2]. (7) Given the reactants [F:1][C:2]([F:19])([F:18])[C:3]([NH:5][C@@H:6]1[CH2:15][C:14]2[C:9](=[CH:10][CH:11]=[CH:12][C:13]=2[CH:16]=[CH2:17])[O:8][CH2:7]1)=[O:4].[H][H], predict the reaction product. The product is: [CH2:16]([C:13]1[CH:12]=[CH:11][CH:10]=[C:9]2[C:14]=1[CH2:15][C@@H:6]([NH:5][C:3](=[O:4])[C:2]([F:1])([F:19])[F:18])[CH2:7][O:8]2)[CH3:17].